From a dataset of Forward reaction prediction with 1.9M reactions from USPTO patents (1976-2016). Predict the product of the given reaction. (1) Given the reactants [F:1][C:2]1[CH:21]=[CH:20][C:5]2[C:6]([C:9]3[CH:14]=[CH:13][C:12]([O:15][CH2:16][C@H:17]4[CH2:19][O:18]4)=[CH:11][CH:10]=3)=[N:7][O:8][C:4]=2[CH:3]=1.C[N:23]([CH3:26])C=O, predict the reaction product. The product is: [F:1][C:2]1[CH:21]=[CH:20][C:5]2[C:6]([C:9]3[CH:10]=[CH:11][C:12]([O:15][CH2:16][C@H:17]([OH:18])[CH2:19][NH:23][CH2:26][CH2:6][C:5]4[CH:20]=[CH:21][CH:2]=[CH:3][CH:4]=4)=[CH:13][CH:14]=3)=[N:7][O:8][C:4]=2[CH:3]=1. (2) Given the reactants [BH4-].[Na+].CC1C2C(C)(C)C(C2)CC=1.B(F)(F)F.[C:17]1([CH:23]([C:29]2[CH:34]=[CH:33][CH:32]=[CH:31][CH:30]=2)[N:24]2[CH2:28][CH:27]=[CH:26][CH2:25]2)[CH:22]=[CH:21][CH:20]=[CH:19][CH:18]=1.[OH:35]O.[OH-].[Na+], predict the reaction product. The product is: [C:17]1([CH:23]([C:29]2[CH:34]=[CH:33][CH:32]=[CH:31][CH:30]=2)[N:24]2[CH2:28][CH2:27][C@H:26]([OH:35])[CH2:25]2)[CH:18]=[CH:19][CH:20]=[CH:21][CH:22]=1. (3) Given the reactants FC(F)(F)S(O[C:7]1[C:14]2[N:10]([C:11]([C:23]3[CH:28]=[CH:27][CH:26]=[CH:25][CH:24]=3)=[C:12]3[C:18](=[O:19])[N:17]([CH3:20])[C:16](=[O:21])[N:15]([CH3:22])[C:13]3=2)[CH2:9][CH:8]=1)(=O)=O.[Br-].[Li+].C([Sn](CCCC)(CCCC)[C:38]1[O:39][C:40]([CH3:43])=[CH:41][CH:42]=1)CCC, predict the reaction product. The product is: [CH3:22][N:15]1[C:13]2=[C:14]3[N:10]([C:11]([C:23]4[CH:24]=[CH:25][CH:26]=[CH:27][CH:28]=4)=[C:12]2[C:18](=[O:19])[N:17]([CH3:20])[C:16]1=[O:21])[CH2:9][CH:8]=[C:7]3[C:38]1[O:39][C:40]([CH3:43])=[CH:41][CH:42]=1. (4) Given the reactants [CH:1]1([N:7]2[C:12](=[O:13])[C:11]([C:14]([NH:16][CH2:17][C:18]([O:20]CC)=[O:19])=[O:15])=[C:10]([OH:23])[C:9]([C:24](OC)=[O:25])=[C:8]2[OH:28])[CH2:6][CH2:5][CH2:4][CH2:3][CH2:2]1.[CH:29]([NH2:32])([CH3:31])[CH3:30], predict the reaction product. The product is: [CH:1]1([N:7]2[C:8]([OH:28])=[C:9]([C:24]([NH:32][CH:29]([CH3:31])[CH3:30])=[O:25])[C:10]([OH:23])=[C:11]([C:14]([NH:16][CH2:17][C:18]([OH:20])=[O:19])=[O:15])[C:12]2=[O:13])[CH2:6][CH2:5][CH2:4][CH2:3][CH2:2]1. (5) The product is: [CH2:26]([N:28]1[CH2:29][CH2:30][N:31]([C:34]2[CH:40]=[CH:39][C:37]([NH:38][C:2]3[C:11]4=[N:12][NH:13][CH:14]=[C:10]4[C:9]4[CH:8]=[CH:7][C:6]([O:24][CH3:25])=[CH:5][C:4]=4[N:3]=3)=[CH:36][CH:35]=2)[CH2:32][CH2:33]1)[CH3:27]. Given the reactants Cl[C:2]1[C:11]2=[N:12][N:13](CC3C=CC(OC)=CC=3)[CH:14]=[C:10]2[C:9]2[CH:8]=[CH:7][C:6]([O:24][CH3:25])=[CH:5][C:4]=2[N:3]=1.[CH2:26]([N:28]1[CH2:33][CH2:32][N:31]([C:34]2[CH:40]=[CH:39][C:37]([NH2:38])=[CH:36][CH:35]=2)[CH2:30][CH2:29]1)[CH3:27].Cl, predict the reaction product. (6) Given the reactants [CH3:1][C:2]1[C:7]([OH:8])=[CH:6][CH:5]=[C:4]([N+:9]([O-:11])=[O:10])[N:3]=1.[C:12](OC(=O)C)(=[O:14])[CH3:13].C(=O)([O-])[O-].[K+].[K+], predict the reaction product. The product is: [CH3:1][C:2]1[C:7]([O:8][C:12](=[O:14])[CH3:13])=[CH:6][CH:5]=[C:4]([N+:9]([O-:11])=[O:10])[N:3]=1.